From a dataset of Full USPTO retrosynthesis dataset with 1.9M reactions from patents (1976-2016). Predict the reactants needed to synthesize the given product. (1) Given the product [CH2:1]([NH:8][C:9]1[C:14]([NH2:15])=[C:13]([NH:18][CH2:19][C:20]2[CH:21]=[CH:22][CH:23]=[CH:24][CH:25]=2)[CH:12]=[C:11]([C:26]([F:29])([F:28])[F:27])[N:10]=1)[C:2]1[CH:7]=[CH:6][CH:5]=[CH:4][CH:3]=1, predict the reactants needed to synthesize it. The reactants are: [CH2:1]([NH:8][C:9]1[C:14]([N+:15]([O-])=O)=[C:13]([NH:18][CH2:19][C:20]2[CH:25]=[CH:24][CH:23]=[CH:22][CH:21]=2)[CH:12]=[C:11]([C:26]([F:29])([F:28])[F:27])[N:10]=1)[C:2]1[CH:7]=[CH:6][CH:5]=[CH:4][CH:3]=1.O. (2) Given the product [Br:1][C:2]1[CH:7]=[C:6]([I:8])[CH:5]=[C:4]([CH2:9][C:11]2[CH:16]=[CH:15][C:14]([CH2:17][CH3:18])=[CH:13][CH:12]=2)[C:3]=1[CH3:19], predict the reactants needed to synthesize it. The reactants are: [Br:1][C:2]1[C:3]([CH3:19])=[C:4]([C:9]([C:11]2[CH:16]=[CH:15][C:14]([CH2:17][CH3:18])=[CH:13][CH:12]=2)=O)[CH:5]=[C:6]([I:8])[CH:7]=1.C([SiH](CC)CC)C.B(F)(F)F.[OH-].[K+].C(OC(C)C)(C)C. (3) Given the product [F:1][C:2]([F:12])([F:11])[O:3][C:4]1[CH:9]=[CH:8][C:7]([O:20][CH2:14][C:13]([O:16][CH2:17][CH3:18])=[O:15])=[CH:6][CH:5]=1, predict the reactants needed to synthesize it. The reactants are: [F:1][C:2]([F:12])([F:11])[O:3][C:4]1[CH:9]=[CH:8][CH:7]=[CH:6][C:5]=1O.[C:13]([O:16][CH2:17][CH3:18])(=[O:15])[CH3:14].C([O-])([O-])=[O:20].[K+].[K+]. (4) Given the product [N:6]1[C:5]2[CH:7]=[CH:8][CH:9]=[CH:10][C:4]=2[NH:3][C:2]=1[NH:20][CH2:19][CH:18]([C:15]1[CH:16]=[CH:17][C:12]([Cl:11])=[CH:13][CH:14]=1)[C:21]1[CH:22]=[CH:23][C:24]([Cl:27])=[CH:25][CH:26]=1, predict the reactants needed to synthesize it. The reactants are: Cl[C:2]1[NH:3][C:4]2[CH:10]=[CH:9][CH:8]=[CH:7][C:5]=2[N:6]=1.[Cl:11][C:12]1[CH:17]=[CH:16][C:15]([CH:18]([C:21]2[CH:26]=[CH:25][C:24]([Cl:27])=[CH:23][CH:22]=2)[CH2:19][NH2:20])=[CH:14][CH:13]=1. (5) Given the product [C:1]([O:5][C:6]([N:8]1[CH2:12][C@@H:11]([NH:13][CH2:21][C:20]2[CH:23]=[C:24]([C:26]([F:28])([F:29])[F:27])[CH:25]=[C:18]([C:17]([F:16])([F:30])[F:31])[CH:19]=2)[CH2:10][C@H:9]1[CH2:14][CH3:15])=[O:7])([CH3:4])([CH3:3])[CH3:2], predict the reactants needed to synthesize it. The reactants are: [C:1]([O:5][C:6]([N:8]1[CH2:12][C@@H:11]([NH2:13])[CH2:10][C@H:9]1[CH2:14][CH3:15])=[O:7])([CH3:4])([CH3:3])[CH3:2].[F:16][C:17]([F:31])([F:30])[C:18]1[CH:19]=[C:20]([CH:23]=[C:24]([C:26]([F:29])([F:28])[F:27])[CH:25]=1)[CH:21]=O.[BH4-].[Na+]. (6) Given the product [CH2:19]([N:8]1[CH2:9][C@@H:10]([CH2:11][C:12]2[CH:17]=[CH:16][CH:15]=[CH:14][C:13]=2[Br:18])[C@H:6]([CH2:4][OH:3])[CH2:7]1)[C:20]1[CH:21]=[CH:22][CH:23]=[CH:24][CH:25]=1, predict the reactants needed to synthesize it. The reactants are: C([O:3][C:4]([CH:6]1[CH:10]([CH2:11][C:12]2[CH:17]=[CH:16][CH:15]=[CH:14][C:13]=2[Br:18])[CH2:9][N:8]([CH2:19][C:20]2[CH:25]=[CH:24][CH:23]=[CH:22][CH:21]=2)[CH2:7]1)=O)C. (7) Given the product [CH2:34]([N:41]1[CH:46]([CH3:47])[CH2:45][O:44][C@H:43]([CH2:48][O:49][C:54]2[CH:55]=[CH:56][C:51]([F:50])=[CH:52][CH:53]=2)[CH2:42]1)[C:35]1[CH:36]=[CH:37][CH:38]=[CH:39][CH:40]=1, predict the reactants needed to synthesize it. The reactants are: C1(P(C2C=CC=CC=2)C2C=CC=CC=2)C=CC=CC=1.CC(OC(/N=N/C(OC(C)C)=O)=O)C.[CH2:34]([N:41]1[CH:46]([CH3:47])[CH2:45][O:44][C@H:43]([CH2:48][OH:49])[CH2:42]1)[C:35]1[CH:40]=[CH:39][CH:38]=[CH:37][CH:36]=1.[F:50][C:51]1[CH:56]=[CH:55][C:54](O)=[CH:53][CH:52]=1. (8) Given the product [CH3:17][C:16]1[O:15][N:14]=[C:13]([C:18]2[CH:23]=[CH:22][CH:21]=[CH:20][N:19]=2)[C:12]=1[CH2:11][O:10][C:7]1[N:6]=[CH:5][C:4]([C:3]([N:25]2[CH2:30][CH2:29][S:28][CH2:27][CH2:26]2)=[O:24])=[CH:9][CH:8]=1, predict the reactants needed to synthesize it. The reactants are: CO[C:3](=[O:24])[C:4]1[CH:9]=[CH:8][C:7]([O:10][CH2:11][C:12]2[C:13]([C:18]3[CH:23]=[CH:22][CH:21]=[CH:20][N:19]=3)=[N:14][O:15][C:16]=2[CH3:17])=[N:6][CH:5]=1.[NH:25]1[CH2:30][CH2:29][S:28][CH2:27][CH2:26]1. (9) Given the product [CH2:19]([N:8]([CH2:1][C:2]1[CH:3]=[CH:4][CH:5]=[CH:6][CH:7]=1)[C@@H:9]([CH2:12][C:13]1[CH:14]=[CH:15][CH:16]=[CH:17][CH:18]=1)[CH:10]=[O:11])[C:20]1[CH:21]=[CH:22][CH:23]=[CH:24][CH:25]=1, predict the reactants needed to synthesize it. The reactants are: [CH2:1]([N:8]([CH2:19][C:20]1[CH:25]=[CH:24][CH:23]=[CH:22][CH:21]=1)[C@@H:9]([CH2:12][C:13]1[CH:18]=[CH:17][CH:16]=[CH:15][CH:14]=1)[CH2:10][OH:11])[C:2]1[CH:7]=[CH:6][CH:5]=[CH:4][CH:3]=1.CCN(CC)CC. (10) Given the product [OH:48][C@@H:49]([CH3:50])[C:8]([N:5]1[CH2:6][CH2:7][C@H:2]([O:1][C:17]2[CH:24]=[CH:23][C:22]([C:25]3[N:30]=[C:29]([NH:31][C:32]4[CH:37]=[CH:36][C:35]([N:38]5[CH2:43][CH2:42][N:41]([CH:44]6[CH2:47][O:46][CH2:45]6)[CH2:40][CH2:39]5)=[CH:34][CH:33]=4)[N:28]=[CH:27][N:26]=3)=[CH:21][C:18]=2[C:19]#[N:20])[CH2:3][C@@H:4]1[CH3:15])=[O:10], predict the reactants needed to synthesize it. The reactants are: [OH:1][C@H:2]1[CH2:7][CH2:6][N:5]([C:8]([O:10]C(C)(C)C)=O)[C@@H:4]([CH3:15])[CH2:3]1.F[C:17]1[CH:24]=[CH:23][C:22]([C:25]2[N:30]=[C:29]([NH:31][C:32]3[CH:37]=[CH:36][C:35]([N:38]4[CH2:43][CH2:42][N:41]([CH:44]5[CH2:47][O:46][CH2:45]5)[CH2:40][CH2:39]4)=[CH:34][CH:33]=3)[N:28]=[CH:27][N:26]=2)=[CH:21][C:18]=1[C:19]#[N:20].[OH:48][C@@H:49](C)[C:50](O)=O.